This data is from Reaction yield outcomes from USPTO patents with 853,638 reactions. The task is: Predict the reaction yield, written as a fraction of the theoretical maximum amount of product (1.0 means a 100% yield; for example, 0.34 means a 34% yield). The yield is 0.900. The reactants are [F:1][C:2]1[CH:10]=[C:9]([N+:11]([O-:13])=[O:12])[C:8](F)=[CH:7][C:3]=1[C:4]([OH:6])=[O:5].[OH-:15].[K+].[CH3:17]O. The product is [F:1][C:2]1[CH:10]=[C:9]([N+:11]([O-:13])=[O:12])[C:8]([O:15][CH3:17])=[CH:7][C:3]=1[C:4]([OH:6])=[O:5]. No catalyst specified.